From a dataset of Peptide-MHC class I binding affinity with 185,985 pairs from IEDB/IMGT. Regression. Given a peptide amino acid sequence and an MHC pseudo amino acid sequence, predict their binding affinity value. This is MHC class I binding data. (1) The peptide sequence is MSDIFASEV. The MHC is HLA-A11:01 with pseudo-sequence HLA-A11:01. The binding affinity (normalized) is 0.0847. (2) The peptide sequence is KAVRLIKFLY. The MHC is HLA-B08:01 with pseudo-sequence HLA-B08:01. The binding affinity (normalized) is 0. (3) The peptide sequence is YRYGFVANF. The MHC is HLA-B08:02 with pseudo-sequence HLA-B08:02. The binding affinity (normalized) is 0.0847. (4) The peptide sequence is FPGEKRVSK. The MHC is HLA-A01:01 with pseudo-sequence HLA-A01:01. The binding affinity (normalized) is 0.0847. (5) The peptide sequence is VTFFCVMTY. The MHC is HLA-A02:01 with pseudo-sequence HLA-A02:01. The binding affinity (normalized) is 0.293. (6) The peptide sequence is FVNYNFTLV. The MHC is Patr-A0901 with pseudo-sequence Patr-A0901. The binding affinity (normalized) is 0.125. (7) The MHC is HLA-A23:01 with pseudo-sequence HLA-A23:01. The binding affinity (normalized) is 0.0847. The peptide sequence is NSESGNSRY. (8) The peptide sequence is FQVFNESSI. The MHC is HLA-B15:03 with pseudo-sequence HLA-B15:03. The binding affinity (normalized) is 0.852. (9) The peptide sequence is PSDGNCTCIPI. The MHC is Patr-B0101 with pseudo-sequence Patr-B0101. The binding affinity (normalized) is 0.168. (10) The peptide sequence is ILGSLGLRK. The MHC is HLA-A11:01 with pseudo-sequence HLA-A11:01. The binding affinity (normalized) is 0.502.